From a dataset of Reaction yield outcomes from USPTO patents with 853,638 reactions. Predict the reaction yield, written as a fraction of the theoretical maximum amount of product (1.0 means a 100% yield; for example, 0.34 means a 34% yield). (1) The reactants are [NH2:1][C:2]1[CH:30]=[CH:29][C:5]2[NH:6][C:7]([C:12]3[C:13](=[O:28])[C:14]([CH2:24][CH:25]4[CH2:27][CH2:26]4)([CH3:23])[C:15]4[C:20]([C:21]=3[OH:22])=[CH:19][CH:18]=[CH:17][CH:16]=4)=[N:8][S:9](=[O:11])(=[O:10])[C:4]=2[CH:3]=1.N1C=CC=CC=1.[CH3:37][S:38](Cl)(=[O:40])=[O:39]. The catalyst is ClCCl. The product is [CH:25]1([CH2:24][C:14]2([CH3:23])[C:15]3[C:20](=[CH:19][CH:18]=[CH:17][CH:16]=3)[C:21]([OH:22])=[C:12]([C:7]3[NH:6][C:5]4[CH:29]=[CH:30][C:2]([NH:1][S:38]([CH3:37])(=[O:40])=[O:39])=[CH:3][C:4]=4[S:9](=[O:11])(=[O:10])[N:8]=3)[C:13]2=[O:28])[CH2:26][CH2:27]1. The yield is 0.840. (2) The product is [CH3:30][C@@H:26]1[CH2:27][CH2:28][CH2:29][N:25]1[CH2:24][CH2:23][C:18]1[N:19]=[N:20][C:21]2[C:16]([CH:17]=1)=[CH:15][CH:14]=[C:13]([C:9]1[NH:8][CH:12]=[CH:11][CH:10]=1)[CH:22]=2. The reactants are C(OC([N:8]1[CH:12]=[CH:11][CH:10]=[C:9]1[C:13]1[CH:22]=[C:21]2[C:16]([CH:17]=[C:18]([CH2:23][CH2:24][N:25]3[CH2:29][CH2:28][CH2:27][C@H:26]3[CH3:30])[N:19]=[N:20]2)=[CH:15][CH:14]=1)=O)(C)(C)C.C[O-].[Na+]. The catalyst is O1CCCC1. The yield is 0.760. (3) The reactants are C(O[CH2:5][C:6]1[C:7]([F:19])=[C:8]([CH:14]=[C:15]([F:18])[C:16]=1[F:17])[C:9]([O:11][CH2:12][CH3:13])=[O:10])(=O)C.[O-]CC.[Na+].C(O)C.[Cl-].[NH4+:28].[Cr](O[Cr]([O-])(=O)=O)([O-])(=O)=O.[NH+]1C=CC=CC=1.[NH+]1C=CC=CC=1.Cl.N[OH:52]. The catalyst is C(O)C.C(OCC)C.ClCCl. The product is [OH:52][N:28]=[CH:5][C:6]1[C:7]([F:19])=[C:8]([CH:14]=[C:15]([F:18])[C:16]=1[F:17])[C:9]([O:11][CH2:12][CH3:13])=[O:10]. The yield is 0.910. (4) The reactants are [CH:1]1[C:6]2[CH2:7][C@H:8]3[N:13]([CH2:14][CH:15]4[CH2:17][CH2:16]4)[CH2:12][CH2:11][C@:10]45[C@H:18]([C:20]([CH2:22][CH2:23][C@@:9]34[OH:24])=[O:21])[O:19][C:4]([C:5]=25)=[C:3]([OH:25])[CH:2]=1.Cl.[CH2:27](Br)[C:28]1[CH:33]=[CH:32][CH:31]=[CH:30][CH:29]=1.C([O-])([O-])=O.[K+].[K+]. The catalyst is CN(C=O)C.Cl. The product is [CH:15]1([CH2:14][N:13]2[CH2:12][CH2:11][C@:10]34[C:5]5[C:4]6[O:19][C@H:18]3[C:20](=[O:21])[CH2:22][CH2:23][C@@:9]4([OH:24])[C@H:8]2[CH2:7][C:6]=5[CH:1]=[CH:2][C:3]=6[O:25][CH2:27][C:28]2[CH:33]=[CH:32][CH:31]=[CH:30][CH:29]=2)[CH2:17][CH2:16]1. The yield is 0.960. (5) The reactants are C(OC(=O)[NH:7][CH:8]([CH2:17][C:18]1[CH:23]=[CH:22][C:21]([O:24][C:25]2[CH:30]=[CH:29][C:28]([CH2:31][CH2:32][C:33](=[O:36])[NH:34][OH:35])=[CH:27][CH:26]=2)=[CH:20][CH:19]=1)[C:9]([N:11]1[CH2:16][CH2:15][O:14][CH2:13][CH2:12]1)=[O:10])(C)(C)C.C(Cl)[Cl:39]. No catalyst specified. The product is [ClH:39].[NH2:7][CH:8]([C:9]([N:11]1[CH2:16][CH2:15][O:14][CH2:13][CH2:12]1)=[O:10])[CH2:17][C:18]1[CH:23]=[CH:22][C:21]([O:24][C:25]2[CH:30]=[CH:29][C:28]([CH2:31][CH2:32][C:33]([NH:34][OH:35])=[O:36])=[CH:27][CH:26]=2)=[CH:20][CH:19]=1. The yield is 0.850. (6) The reactants are [Si]([O:8][CH2:9][C@H:10]([O:14][CH2:15][O:16][CH2:17][CH2:18][O:19][CH3:20])[CH2:11][CH:12]=[CH2:13])(C(C)(C)C)(C)C.CCCC[N+](CCCC)(CCCC)CCCC.[F-].C([O-])(O)=O.[Na+]. The catalyst is C1COCC1. The product is [CH3:20][O:19][CH2:18][CH2:17][O:16][CH2:15][O:14][C@H:10]([CH2:11][CH:12]=[CH2:13])[CH2:9][OH:8]. The yield is 0.870. (7) The product is [F:1][CH:2]([F:26])[O:3][C:4]1[CH:5]=[C:6]([CH:10]([OH:11])[C:12]([C:18]2[CH:23]=[C:22]([F:24])[CH:21]=[C:20]([F:25])[CH:19]=2)=[O:30])[CH:7]=[CH:8][CH:9]=1. The yield is 0.390. The reactants are [F:1][CH:2]([F:26])[O:3][C:4]1[CH:5]=[C:6]([CH:10]([C:12]2([C:18]3[CH:23]=[C:22]([F:24])[CH:21]=[C:20]([F:25])[CH:19]=3)SCCCS2)[OH:11])[CH:7]=[CH:8][CH:9]=1.FC(F)(F)C(OC1C(OC(=O)C(F)(F)F)=C(I)C=CC=1)=[O:30].CCCCCC.CCOC(C)=O. The catalyst is C(#N)C.O.